Dataset: Catalyst prediction with 721,799 reactions and 888 catalyst types from USPTO. Task: Predict which catalyst facilitates the given reaction. The catalyst class is: 17. Product: [CH:4]1[CH:13]=[C:12]2[C:14]([N:2]([OH:3])[C:17]([C:10]3=[CH:9][CH:8]=[CH:7][C:6](=[C:11]23)[CH:5]=1)=[O:18])=[O:15]. Reactant: Cl.[NH2:2][OH:3].[CH:4]1[CH:5]=[C:6]2[C:11]3=[C:12]([C:14](O[C:17](=[O:18])[C:10]3=[CH:9][CH:8]=[CH:7]2)=[O:15])[CH:13]=1.